This data is from Peptide-MHC class I binding affinity with 185,985 pairs from IEDB/IMGT. The task is: Regression. Given a peptide amino acid sequence and an MHC pseudo amino acid sequence, predict their binding affinity value. This is MHC class I binding data. (1) The peptide sequence is YENFNSQDIL. The MHC is HLA-B18:01 with pseudo-sequence HLA-B18:01. The binding affinity (normalized) is 0.118. (2) The peptide sequence is FRKKRLTIM. The MHC is HLA-C06:02 with pseudo-sequence HLA-C06:02. The binding affinity (normalized) is 0.728. (3) The peptide sequence is PHPVVVRTL. The MHC is HLA-B27:05 with pseudo-sequence HLA-B27:05. The binding affinity (normalized) is 0.0847. (4) The peptide sequence is GYVLGVFLR. The MHC is HLA-A31:01 with pseudo-sequence HLA-A31:01. The binding affinity (normalized) is 0.633. (5) The MHC is HLA-B27:05 with pseudo-sequence HLA-B27:05. The peptide sequence is RRFFPYWV. The binding affinity (normalized) is 0.213. (6) The peptide sequence is DLMLLSYSL. The MHC is HLA-A02:19 with pseudo-sequence HLA-A02:19. The binding affinity (normalized) is 0.750.